Dataset: Full USPTO retrosynthesis dataset with 1.9M reactions from patents (1976-2016). Task: Predict the reactants needed to synthesize the given product. (1) The reactants are: [O:1]=[C:2]1[C:7]2=[CH:8][C:9]3[CH:10]=[CH:11][C:12]([C:15](O)=O)=[CH:13][C:14]=3[N:6]2[CH2:5][CH2:4][NH:3]1.[Cl:18][C:19]1[N:24]=[CH:23][N:22]=[C:21]([NH2:25])[C:20]=1[NH2:26].O=P12OP3(OP(OP(O3)(O1)=O)(=O)O2)=O.CS(O)(=O)=O. Given the product [Cl:18][C:19]1[N:24]=[CH:23][N:22]=[C:21]2[C:20]=1[N:26]=[C:15]([C:12]1[CH:11]=[CH:10][C:9]3[CH:8]=[C:7]4[C:2](=[O:1])[NH:3][CH2:4][CH2:5][N:6]4[C:14]=3[CH:13]=1)[NH:25]2, predict the reactants needed to synthesize it. (2) Given the product [CH3:25][O:26][C:12]1([CH3:21])[CH2:13][C:14]([C:17]([OH:19])=[O:18])=[CH:15][CH:16]=[C:11]1[C:4]1[CH:3]=[CH:8][C:7]([O:9][CH3:10])=[CH:6][CH:5]=1, predict the reactants needed to synthesize it. The reactants are: CO[C:3]1[CH:8]=[C:7]([O:9][CH3:10])[CH:6]=[CH:5][C:4]=1[C:11]1[CH:16]=[CH:15][C:14]([C:17]([O:19]C)=[O:18])=[CH:13][C:12]=1[CH3:21].[OH-].[Na+].C[CH2:25][OH:26]. (3) Given the product [Cl:10][C:4]1[CH:3]=[C:2]([C:32]2[CH:31]=[CH:30][C:22]([C:23]([O:25][C:26]([CH3:27])([CH3:28])[CH3:29])=[O:24])=[CH:21][C:20]=2[CH3:19])[CH:7]=[N:6][C:5]=1[O:8][CH3:9], predict the reactants needed to synthesize it. The reactants are: Br[C:2]1[CH:3]=[C:4]([Cl:10])[C:5]([O:8][CH3:9])=[N:6][CH:7]=1.P([O-])([O-])([O-])=O.[K+].[K+].[K+].[CH3:19][C:20]1[CH:21]=[C:22]([CH:30]=[CH:31][C:32]=1B1OC(C)(C)C(C)(C)O1)[C:23]([O:25][C:26]([CH3:29])([CH3:28])[CH3:27])=[O:24].O1CCOCC1. (4) Given the product [CH2:1]([C:3]1[C:4]([NH:16][C:17]2[CH:22]=[CH:21][C:20]([CH2:23][C:24]([O:26][CH2:27][CH3:28])=[O:25])=[CH:19][CH:18]=2)=[N:5][C:6]([C:10]2[S:11][C:12]([C:33]#[C:32][CH2:31][O:30][CH3:29])=[CH:13][CH:14]=2)=[N:7][C:8]=1[CH3:9])[CH3:2], predict the reactants needed to synthesize it. The reactants are: [CH2:1]([C:3]1[C:4]([NH:16][C:17]2[CH:22]=[CH:21][C:20]([CH2:23][C:24]([O:26][CH2:27][CH3:28])=[O:25])=[CH:19][CH:18]=2)=[N:5][C:6]([C:10]2[S:11][C:12](I)=[CH:13][CH:14]=2)=[N:7][C:8]=1[CH3:9])[CH3:2].[CH3:29][O:30][CH2:31][C:32]#[CH:33].C(N(CC)CC)C. (5) Given the product [NH2:1][C:2]1[N:16]=[CH:15][C:14]([B:18]([OH:22])[OH:19])=[CH:13][C:3]=1[C:4](=[O:5])[N:6]([C:8]12[CH2:12][CH:10]([CH2:11]1)[CH2:9]2)[CH3:7], predict the reactants needed to synthesize it. The reactants are: [NH2:1][C:2]1[N:16]=[CH:15][C:14](Br)=[CH:13][C:3]=1[C:4]([N:6]([C:8]12[CH2:12][CH:10]([CH2:11]1)[CH2:9]2)[CH3:7])=[O:5].[B:18]1(B2OC(C)(C)C(C)(C)O2)[O:22]C(C)(C)C(C)(C)[O:19]1.C([O-])(=O)C.[K+]. (6) Given the product [CH3:34][O:35][C:3]1[O:7][N:6]=[C:5]([C:8]2[CH:13]=[CH:12][N:11]=[C:10]([N:14]3[CH2:15][CH2:16][N:17]([C:20]([O:22][CH2:23][C:24]([CH3:27])([CH3:26])[CH3:25])=[O:21])[CH2:18][CH2:19]3)[CH:9]=2)[N:4]=1, predict the reactants needed to synthesize it. The reactants are: ClC(Cl)(Cl)[C:3]1[O:7][N:6]=[C:5]([C:8]2[CH:13]=[CH:12][N:11]=[C:10]([N:14]3[CH2:19][CH2:18][N:17]([C:20]([O:22][CH2:23][C:24]([CH3:27])([CH3:26])[CH3:25])=[O:21])[CH2:16][CH2:15]3)[CH:9]=2)[N:4]=1.[H-].[Na+].[Cl-].[NH4+].[CH3:34][OH:35]. (7) Given the product [C:1]([O:5][C:6]([NH:8][C:9]1[C:10]([NH:15][C:26](=[O:35])[C:27]2[CH:32]=[CH:31][C:30]([O:33][CH3:34])=[CH:29][CH:28]=2)=[N:11][CH:12]=[CH:13][CH:14]=1)=[O:7])([CH3:4])([CH3:2])[CH3:3], predict the reactants needed to synthesize it. The reactants are: [C:1]([O:5][C:6]([NH:8][C:9]1[C:10]([NH2:15])=[N:11][CH:12]=[CH:13][CH:14]=1)=[O:7])([CH3:4])([CH3:3])[CH3:2].C[Si](C)(C)[N-][Si](C)(C)C.[K+].[C:26](Cl)(=[O:35])[C:27]1[CH:32]=[CH:31][C:30]([O:33][CH3:34])=[CH:29][CH:28]=1.[Cl-].[NH4+]. (8) Given the product [CH2:3]([C@:5]12[CH2:29][C@H:28]([OH:30])[C@:27]([C:31]([F:34])([F:33])[F:32])([OH:35])[CH2:26][C@@H:6]1[CH2:7][CH2:8][CH2:9][C:10]1[C:11]2=[CH:12][C:13]2[CH:14]=[N:15][N:16]([C:19]3[CH:20]=[CH:21][C:22]([F:25])=[CH:23][CH:24]=3)[C:17]=2[CH:18]=1)[CH3:4].[CH2:36]([C@@:38]12[CH2:62][C@@H:61]([OH:63])[C@@:60]([C:64]([F:67])([F:66])[F:65])([OH:68])[CH2:59][C@H:39]1[CH2:40][CH2:41][CH2:42][C:43]1[C:44]2=[CH:45][C:46]2[CH:47]=[N:48][N:49]([C:52]3[CH:53]=[CH:54][C:55]([F:58])=[CH:56][CH:57]=3)[C:50]=2[CH:51]=1)[CH3:37], predict the reactants needed to synthesize it. The reactants are: [BH4-].[Na+].[CH2:3]([C@:5]12[CH2:29][C:28](=[O:30])[C@@:27]([OH:35])([C:31]([F:34])([F:33])[F:32])[CH2:26][C@@H:6]1[CH2:7][CH2:8][CH2:9][C:10]1[C:11]2=[CH:12][C:13]2[CH:14]=[N:15][N:16]([C:19]3[CH:24]=[CH:23][C:22]([F:25])=[CH:21][CH:20]=3)[C:17]=2[CH:18]=1)[CH3:4].[CH2:36]([C@@:38]12[CH2:62][C:61](=[O:63])[C@:60]([OH:68])([C:64]([F:67])([F:66])[F:65])[CH2:59][C@H:39]1[CH2:40][CH2:41][CH2:42][C:43]1[C:44]2=[CH:45][C:46]2[CH:47]=[N:48][N:49]([C:52]3[CH:57]=[CH:56][C:55]([F:58])=[CH:54][CH:53]=3)[C:50]=2[CH:51]=1)[CH3:37].C1COCC1.